From a dataset of Forward reaction prediction with 1.9M reactions from USPTO patents (1976-2016). Predict the product of the given reaction. (1) Given the reactants [Cl:1][C:2]1[CH:11]=[C:10]([O:12][CH3:13])[C:9]2[CH:8](Cl)[CH2:7][CH2:6][CH2:5][C:4]=2[N:3]=1.C([O-])([O-])=O.[K+].[K+].[CH2:21]([NH:23][C:24]1[C:33]2[C:28](=[CH:29][CH:30]=[CH:31][CH:32]=2)[CH:27]=[CH:26][CH:25]=1)[CH3:22], predict the reaction product. The product is: [Cl:1][C:2]1[CH:11]=[C:10]([O:12][CH3:13])[C:9]2[CH:8]([N:23]([CH2:21][CH3:22])[C:24]3[C:33]4[C:28](=[CH:29][CH:30]=[CH:31][CH:32]=4)[CH:27]=[CH:26][CH:25]=3)[CH2:7][CH2:6][CH2:5][C:4]=2[N:3]=1. (2) Given the reactants [CH2:1]([N:4]([CH2:25][CH:26]=[CH2:27])[S:5]([C:8]1[CH:9]=[N:10][CH:11]=[CH:12][C:13]=1[NH:14][S:15]([C:18]1[CH:23]=[CH:22][CH:21]=[C:20](Br)[CH:19]=1)(=[O:17])=[O:16])(=[O:7])=[O:6])[CH:2]=[CH2:3].[Cl:28][C:29]1[CH:30]=[C:31](B(O)O)[CH:32]=[N:33][C:34]=1[O:35][CH3:36].C(=O)([O-])[O-].[Cs+].[Cs+].COCCOC, predict the reaction product. The product is: [CH2:1]([N:4]([CH2:25][CH:26]=[CH2:27])[S:5]([C:8]1[CH:9]=[N:10][CH:11]=[CH:12][C:13]=1[NH:14][S:15]([C:18]1[CH:23]=[CH:22][CH:21]=[C:20]([C:31]2[CH:32]=[N:33][C:34]([O:35][CH3:36])=[C:29]([Cl:28])[CH:30]=2)[CH:19]=1)(=[O:17])=[O:16])(=[O:7])=[O:6])[CH:2]=[CH2:3]. (3) Given the reactants C(OC([N:8]1[CH2:13][CH2:12][N:11]([C:14]2[CH:19]=[C:18]([NH2:20])[CH:17]=[CH:16][CH:15]=2)[CH2:10][CH2:9]1)=O)(C)(C)C.[F:21][C:22]1([F:35])[O:26][C:25]2[CH:27]=[CH:28][CH:29]=[C:30]([S:31]([Cl:34])(=[O:33])=[O:32])[C:24]=2[O:23]1, predict the reaction product. The product is: [ClH:34].[N:11]1([C:14]2[CH:19]=[C:18]([NH:20][S:31]([C:30]3[C:24]4[O:23][C:22]([F:35])([F:21])[O:26][C:25]=4[CH:27]=[CH:28][CH:29]=3)(=[O:32])=[O:33])[CH:17]=[CH:16][CH:15]=2)[CH2:10][CH2:9][NH:8][CH2:13][CH2:12]1.